This data is from Catalyst prediction with 721,799 reactions and 888 catalyst types from USPTO. The task is: Predict which catalyst facilitates the given reaction. (1) Reactant: [F:1][C:2]1[C:3]([N+:11]([O-:13])=[O:12])=[CH:4][C:5]([O:9][CH3:10])=[C:6]([OH:8])[CH:7]=1.Br[CH2:15][CH2:16][O:17][CH:18]1[CH2:23][CH2:22][CH2:21][CH2:20][O:19]1.C(=O)([O-])[O-].[K+].[K+].[Cl-].[NH4+]. Product: [F:1][C:2]1[C:3]([N+:11]([O-:13])=[O:12])=[CH:4][C:5]([O:9][CH3:10])=[C:6]([CH:7]=1)[O:8][CH2:15][CH2:16][O:17][CH:18]1[CH2:23][CH2:22][CH2:21][CH2:20][O:19]1. The catalyst class is: 9. (2) Reactant: [Li].CC1CCC(O)C/C/1=C/C=C1\CCCC2(C)C(C(/C=C/C(C(C)C)C)C)CCC\12.[CH3:31][Si:32]([CH3:35])([CH3:34])Cl.[N:36]1[CH:41]=[C:40]([C@@H:42]2[CH2:47][CH2:46][CH2:45][N:43]2[CH3:44])[CH:39]=[CH:38][CH:37]=1. Product: [CH3:44][N:43]1[CH2:45][CH2:46][CH2:47][CH:42]1[C:40]1[CH:39]([Si:32]([CH3:35])([CH3:34])[CH3:31])[CH:38]=[CH:37][N:36]([Si:32]([CH3:35])([CH3:34])[CH3:31])[CH:41]=1. The catalyst class is: 1. (3) Reactant: NOS(O)(=O)=O.C[N:8](C)[C:9](=[N:11][C:12]([C:14]1[CH:15]=[N:16][C:17]([N:20]2[CH2:25][CH2:24][N:23]([C:26]3[CH:31]=[CH:30][CH:29]=[C:28]([C:32]([F:35])([F:34])[F:33])[CH:27]=3)[CH2:22][CH2:21]2)=[CH:18][CH:19]=1)=[S:13])[CH3:10].N1C=CC=CC=1. Product: [CH3:10][C:9]1[N:11]=[C:12]([C:14]2[CH:19]=[CH:18][C:17]([N:20]3[CH2:25][CH2:24][N:23]([C:26]4[CH:31]=[CH:30][CH:29]=[C:28]([C:32]([F:35])([F:34])[F:33])[CH:27]=4)[CH2:22][CH2:21]3)=[N:16][CH:15]=2)[S:13][N:8]=1. The catalyst class is: 645. (4) Reactant: [C:1]1([C@H:7]2[CH2:12][CH2:11][N:10]([C:13]([O:15][C:16]([CH3:19])([CH3:18])[CH3:17])=[O:14])[CH2:9][C@@H:8]2[C:20]([O:22]C)=[O:21])[CH:6]=[CH:5][CH:4]=[CH:3][CH:2]=1.[OH-].[Na+]. Product: [C:16]([O:15][C:13]([N:10]1[CH2:11][CH2:12][C@H:7]([C:1]2[CH:6]=[CH:5][CH:4]=[CH:3][CH:2]=2)[C@@H:8]([C:20]([OH:22])=[O:21])[CH2:9]1)=[O:14])([CH3:19])([CH3:17])[CH3:18]. The catalyst class is: 83. (5) The catalyst class is: 4. Reactant: O[CH:2]1[C:10]2[C:5](=[CH:6][CH:7]=[CH:8][CH:9]=2)[C:4](=[O:11])[N:3]1[CH2:12][C:13]1[S:14][CH:15]=[CH:16][CH:17]=1.[C:18]([O:22][CH3:23])(=[O:21])[CH2:19][SH:20].C(=O)(O)[O-].[Na+]. Product: [CH3:23][O:22][C:18](=[O:21])[CH2:19][S:20][CH:2]1[C:10]2[C:5](=[CH:6][CH:7]=[CH:8][CH:9]=2)[C:4](=[O:11])[N:3]1[CH2:12][C:13]1[S:14][CH:15]=[CH:16][CH:17]=1. (6) Reactant: [N:1]1[CH:6]=[CH:5][CH:4]=[CH:3][C:2]=1[CH2:7][NH:8][CH2:9][C:10]1[CH:15]=[CH:14][C:13](/[CH:16]=[CH:17]/[CH:18]([C:23]2[CH:28]=[C:27]([Cl:29])[C:26]([Cl:30])=[C:25]([Cl:31])[CH:24]=2)[C:19]([F:22])([F:21])[F:20])=[CH:12][C:11]=1[C:32]([F:35])([F:34])[F:33].[CH:36]1([C:39](Cl)=[O:40])[CH2:38][CH2:37]1. Product: [N:1]1[CH:6]=[CH:5][CH:4]=[CH:3][C:2]=1[CH2:7][N:8]([CH2:9][C:10]1[CH:15]=[CH:14][C:13](/[CH:16]=[CH:17]/[CH:18]([C:23]2[CH:28]=[C:27]([Cl:29])[C:26]([Cl:30])=[C:25]([Cl:31])[CH:24]=2)[C:19]([F:22])([F:21])[F:20])=[CH:12][C:11]=1[C:32]([F:35])([F:34])[F:33])[C:39]([CH:36]1[CH2:38][CH2:37]1)=[O:40]. The catalyst class is: 2. (7) Reactant: [NH2:1][C:2]1[CH:10]=[C:9]([Br:11])[C:8]([Cl:12])=[CH:7][C:3]=1[C:4](O)=[O:5].C(O)(=O)C.[CH:17](N)=[NH:18]. Product: [Br:11][C:9]1[CH:10]=[C:2]2[C:3]([C:4]([OH:5])=[N:18][CH:17]=[N:1]2)=[CH:7][C:8]=1[Cl:12]. The catalyst class is: 14. (8) The catalyst class is: 10. Product: [CH2:30]1[C:29]2([CH2:36][CH2:35][NH:34][CH2:33][CH2:32]2)[CH2:28][CH2:27][N:26]([C:2]2[C:7]([C:8]#[C:9][C:10]3[CH:15]=[CH:14][C:13]([NH2:16])=[N:12][CH:11]=3)=[C:6]([CH2:17][CH3:18])[N:5]=[CH:4][N:3]=2)[CH2:31]1. Reactant: Cl[C:2]1[C:7]([C:8]#[C:9][C:10]2[CH:11]=[N:12][C:13]([NH2:16])=[CH:14][CH:15]=2)=[C:6]([CH2:17][CH3:18])[N:5]=[CH:4][N:3]=1.C(OC([N:26]1[CH2:31][CH2:30][C:29]2([CH2:36][CH2:35][NH:34][CH2:33][CH2:32]2)[CH2:28][CH2:27]1)=O)(C)(C)C.CCN(C(C)C)C(C)C.Cl.